From a dataset of NCI-60 drug combinations with 297,098 pairs across 59 cell lines. Regression. Given two drug SMILES strings and cell line genomic features, predict the synergy score measuring deviation from expected non-interaction effect. (1) Drug 1: CCCCCOC(=O)NC1=NC(=O)N(C=C1F)C2C(C(C(O2)C)O)O. Drug 2: CN(C(=O)NC(C=O)C(C(C(CO)O)O)O)N=O. Cell line: A549. Synergy scores: CSS=-2.97, Synergy_ZIP=2.78, Synergy_Bliss=3.18, Synergy_Loewe=-1.81, Synergy_HSA=-1.85. (2) Drug 1: CC1=CC=C(C=C1)C2=CC(=NN2C3=CC=C(C=C3)S(=O)(=O)N)C(F)(F)F. Drug 2: CS(=O)(=O)OCCCCOS(=O)(=O)C. Cell line: SK-MEL-28. Synergy scores: CSS=-0.304, Synergy_ZIP=-0.482, Synergy_Bliss=-1.64, Synergy_Loewe=-3.79, Synergy_HSA=-2.86. (3) Drug 1: CC1=C(C=C(C=C1)NC(=O)C2=CC=C(C=C2)CN3CCN(CC3)C)NC4=NC=CC(=N4)C5=CN=CC=C5. Drug 2: CC12CCC3C(C1CCC2O)C(CC4=C3C=CC(=C4)O)CCCCCCCCCS(=O)CCCC(C(F)(F)F)(F)F. Cell line: UO-31. Synergy scores: CSS=-7.96, Synergy_ZIP=2.44, Synergy_Bliss=-2.63, Synergy_Loewe=-5.87, Synergy_HSA=-6.38. (4) Cell line: NCI-H322M. Synergy scores: CSS=4.91, Synergy_ZIP=0.0426, Synergy_Bliss=2.75, Synergy_Loewe=1.47, Synergy_HSA=1.41. Drug 2: C1CCC(C1)C(CC#N)N2C=C(C=N2)C3=C4C=CNC4=NC=N3. Drug 1: CC12CCC(CC1=CCC3C2CCC4(C3CC=C4C5=CN=CC=C5)C)O. (5) Drug 1: C1=NC2=C(N1)C(=S)N=C(N2)N. Drug 2: CCC1=C2CN3C(=CC4=C(C3=O)COC(=O)C4(CC)O)C2=NC5=C1C=C(C=C5)O. Cell line: TK-10. Synergy scores: CSS=18.2, Synergy_ZIP=-11.7, Synergy_Bliss=-2.13, Synergy_Loewe=-2.04, Synergy_HSA=0.316. (6) Drug 1: CC1=CC2C(CCC3(C2CCC3(C(=O)C)OC(=O)C)C)C4(C1=CC(=O)CC4)C. Drug 2: CN(C)C1=NC(=NC(=N1)N(C)C)N(C)C. Cell line: HCT116. Synergy scores: CSS=-2.61, Synergy_ZIP=-1.23, Synergy_Bliss=-3.76, Synergy_Loewe=-3.77, Synergy_HSA=-3.61.